From a dataset of Peptide-MHC class I binding affinity with 185,985 pairs from IEDB/IMGT. Regression. Given a peptide amino acid sequence and an MHC pseudo amino acid sequence, predict their binding affinity value. This is MHC class I binding data. (1) The peptide sequence is IRYPKTFGWL. The MHC is Mamu-A07 with pseudo-sequence Mamu-A07. The binding affinity (normalized) is 0.378. (2) The peptide sequence is FQFIFFLL. The MHC is H-2-Kb with pseudo-sequence H-2-Kb. The binding affinity (normalized) is 0.881. (3) The peptide sequence is MKWMMAMKY. The MHC is HLA-A26:02 with pseudo-sequence HLA-A26:02. The binding affinity (normalized) is 0.0847. (4) The peptide sequence is KLNWASQIY. The MHC is HLA-B44:02 with pseudo-sequence HLA-B44:02. The binding affinity (normalized) is 0.589. (5) The peptide sequence is FVKDWMERI. The MHC is HLA-A02:12 with pseudo-sequence HLA-A02:12. The binding affinity (normalized) is 0.0847. (6) The peptide sequence is LSVIWMMWY. The MHC is Patr-A0301 with pseudo-sequence Patr-A0301. The binding affinity (normalized) is 0.906. (7) The MHC is HLA-A01:01 with pseudo-sequence HLA-A01:01. The peptide sequence is VQQESSFVM. The binding affinity (normalized) is 0.0847. (8) The peptide sequence is ASLVMLLVHY. The MHC is HLA-B44:03 with pseudo-sequence HLA-B44:03. The binding affinity (normalized) is 0.